Dataset: Full USPTO retrosynthesis dataset with 1.9M reactions from patents (1976-2016). Task: Predict the reactants needed to synthesize the given product. (1) Given the product [CH3:31][O:32][C:33]1[CH:38]=[C:37]([CH3:39])[N:36]=[CH:35][C:34]=1[NH:40][C:11]([C:9]1[C:10]2[C:2]([CH3:1])=[N:3][N:4]([C:15]3[CH:20]=[CH:19][CH:18]=[CH:17][CH:16]=3)[C:5]=2[N:6]=[C:7]([CH3:14])[CH:8]=1)=[O:13], predict the reactants needed to synthesize it. The reactants are: [CH3:1][C:2]1[C:10]2[C:9]([C:11]([OH:13])=O)=[CH:8][C:7]([CH3:14])=[N:6][C:5]=2[N:4]([C:15]2[CH:20]=[CH:19][CH:18]=[CH:17][CH:16]=2)[N:3]=1.COC1C=CN=C(C)C=1N.[CH3:31][O:32][C:33]1[CH:38]=[C:37]([CH3:39])[N:36]=[CH:35][C:34]=1[NH2:40].CCN(C(C)C)C(C)C.CN(C(ON1N=NC2C=CC=NC1=2)=[N+](C)C)C.F[P-](F)(F)(F)(F)F. (2) The reactants are: [CH2:1]([O:4][C:5](=[O:35])[C@H:6]([CH2:15][C:16]1[CH:21]=[CH:20][C:19]([O:22][C:23](OC2C=CC([N+]([O-])=O)=CC=2)=[O:24])=[CH:18][CH:17]=1)[NH:7][C:8]([O:10][C:11]([CH3:14])([CH3:13])[CH3:12])=[O:9])[CH:2]=[CH2:3].[NH2:36][C@@H:37]([CH2:41][CH2:42][NH:43][C:44]([O:46][C:47]([CH3:50])([CH3:49])[CH3:48])=[O:45])[C:38]([OH:40])=[O:39]. Given the product [CH2:1]([O:4][C:5](=[O:35])[C@@H:6]([NH:7][C:8]([O:10][C:11]([CH3:14])([CH3:13])[CH3:12])=[O:9])[CH2:15][C:16]1[CH:21]=[CH:20][C:19]([O:22][C:23]([NH:36][C@@H:37]([CH2:41][CH2:42][NH:43][C:44]([O:46][C:47]([CH3:50])([CH3:49])[CH3:48])=[O:45])[C:38]([OH:40])=[O:39])=[O:24])=[CH:18][CH:17]=1)[CH:2]=[CH2:3], predict the reactants needed to synthesize it.